From a dataset of Reaction yield outcomes from USPTO patents with 853,638 reactions. Predict the reaction yield, written as a fraction of the theoretical maximum amount of product (1.0 means a 100% yield; for example, 0.34 means a 34% yield). (1) The reactants are [H-].[Na+].[Cl:3][C:4]1[CH:5]=[C:6]([CH2:19][C:20]([O:22][CH3:23])=[O:21])[CH:7]=[CH:8][C:9]=1[B:10]1[O:14][C:13]([CH3:16])([CH3:15])[C:12]([CH3:18])([CH3:17])[O:11]1.[Br:24][CH2:25][CH2:26][CH2:27]Br. The catalyst is CN(C=O)C. The product is [Br:24][CH2:25][CH2:26][CH2:27][CH:19]([C:6]1[CH:7]=[CH:8][C:9]([B:10]2[O:14][C:13]([CH3:15])([CH3:16])[C:12]([CH3:17])([CH3:18])[O:11]2)=[C:4]([Cl:3])[CH:5]=1)[C:20]([O:22][CH3:23])=[O:21]. The yield is 0.241. (2) The reactants are [N:1]1([CH2:7][CH2:8][NH2:9])[CH2:6][CH2:5][O:4][CH2:3][CH2:2]1.Cl[C:11]1[N:16]=[CH:15][C:14]2[C:17](=[C:22]3[C:30]4[C:25](=[CH:26][CH:27]=[CH:28][CH:29]=4)[NH:24][C:23]3=[O:31])[O:18][CH:19]([CH2:20][CH3:21])[C:13]=2[C:12]=1Cl. The catalyst is O1CCOCC1. The product is [CH2:20]([CH:19]1[C:13]2[CH:12]=[C:11]([NH:9][CH2:8][CH2:7][N:1]3[CH2:6][CH2:5][O:4][CH2:3][CH2:2]3)[N:16]=[CH:15][C:14]=2[C:17](=[C:22]2[C:30]3[C:25](=[CH:26][CH:27]=[CH:28][CH:29]=3)[NH:24][C:23]2=[O:31])[O:18]1)[CH3:21]. The yield is 0.280. (3) The reactants are [Br:1][C:2]1[S:6][C:5]([C:7]2[NH:11][C:10]3[C:12]([O:20]C)=[CH:13][CH:14]=[C:15]([C:16]([O:18]C)=[O:17])[C:9]=3[N:8]=2)=[CH:4][CH:3]=1.B(Br)(Br)Br. No catalyst specified. The product is [Br:1][C:2]1[S:6][C:5]([C:7]2[NH:11][C:10]3[C:12]([OH:20])=[CH:13][CH:14]=[C:15]([C:16]([OH:18])=[O:17])[C:9]=3[N:8]=2)=[CH:4][CH:3]=1. The yield is 0.920. (4) The reactants are [CH:1]1([NH:6][C:7]2[C:12]([N+:13]([O-])=O)=[CH:11][N:10]=[C:9]([NH:16][C@H:17]3[CH2:22][CH2:21][C@H:20]([OH:23])[CH2:19][CH2:18]3)[N:8]=2)[CH2:5][CH2:4][CH2:3][CH2:2]1. The catalyst is CCO.[Pd]. The product is [NH2:13][C:12]1[C:7]([NH:6][CH:1]2[CH2:5][CH2:4][CH2:3][CH2:2]2)=[N:8][C:9]([NH:16][C@H:17]2[CH2:18][CH2:19][C@H:20]([OH:23])[CH2:21][CH2:22]2)=[N:10][CH:11]=1. The yield is 1.00.